From a dataset of Catalyst prediction with 721,799 reactions and 888 catalyst types from USPTO. Predict which catalyst facilitates the given reaction. (1) Reactant: Cl[CH2:2][C:3]1[N:4]([CH3:11])[CH:5]=[C:6]([N+:8]([O-:10])=[O:9])[N:7]=1.[Li+].[Br-:13]. Product: [Br:13][CH2:2][C:3]1[N:4]([CH3:11])[CH:5]=[C:6]([N+:8]([O-:10])=[O:9])[N:7]=1. The catalyst class is: 21. (2) Reactant: [C:1]1([C:7]2[C:11]([CH2:12][CH2:13][C:14]([O:16]CC)=O)=[CH:10][NH:9][N:8]=2)[CH:6]=[CH:5][CH:4]=[CH:3][CH:2]=1.Cl[C:20]1[CH:25]=[CH:24][C:23]([C:26]([F:29])([F:28])[F:27])=[CH:22][N:21]=1.CN(C)C=O.[H-].[Na+]. Product: [C:1]1([C:7]2[C:11]([CH2:12][CH2:13][CH2:14][OH:16])=[CH:10][N:9]([C:20]3[CH:25]=[CH:24][C:23]([C:26]([F:29])([F:28])[F:27])=[CH:22][N:21]=3)[N:8]=2)[CH:2]=[CH:3][CH:4]=[CH:5][CH:6]=1. The catalyst class is: 6. (3) Reactant: [Cl:1][C:2]1[CH:3]=[C:4]([C:8]2[CH:13]=[C:12]([NH:14][C:15]3[CH:20]=[CH:19][C:18]([CH2:21][C:22](OCC)=[O:23])=[CH:17][CH:16]=3)[CH:11]=[C:10]([CH:27]3[CH2:29][CH2:28]3)[N:9]=2)[CH:5]=[CH:6][CH:7]=1.O1CCOCC1.[NH3:36]. Product: [Cl:1][C:2]1[CH:3]=[C:4]([C:8]2[CH:13]=[C:12]([NH:14][C:15]3[CH:20]=[CH:19][C:18]([CH2:21][C:22]([NH2:36])=[O:23])=[CH:17][CH:16]=3)[CH:11]=[C:10]([CH:27]3[CH2:28][CH2:29]3)[N:9]=2)[CH:5]=[CH:6][CH:7]=1. The catalyst class is: 5. (4) Reactant: [NH2:1][C:2]1[C:7]([O:8][CH2:9][C:10]([O:12]C(C)(C)C)=O)=[C:6]([NH2:17])[N:5]=[C:4]([C:18]2[C:22]([CH3:23])=[C:21]([CH:24]3[CH2:26][CH2:25]3)[N:20]([CH2:27][C:28]3[C:33]([F:34])=[CH:32][C:31]([O:35][CH2:36][CH3:37])=[CH:30][C:29]=3[F:38])[N:19]=2)[N:3]=1. Product: [NH2:1][C:2]1[C:7]2[O:8][CH2:9][C:10](=[O:12])[NH:17][C:6]=2[N:5]=[C:4]([C:18]2[C:22]([CH3:23])=[C:21]([CH:24]3[CH2:25][CH2:26]3)[N:20]([CH2:27][C:28]3[C:29]([F:38])=[CH:30][C:31]([O:35][CH2:36][CH3:37])=[CH:32][C:33]=3[F:34])[N:19]=2)[N:3]=1. The catalyst class is: 281.